This data is from Catalyst prediction with 721,799 reactions and 888 catalyst types from USPTO. The task is: Predict which catalyst facilitates the given reaction. (1) Reactant: C(OC(=O)[NH:7][C:8]1([CH2:16][CH2:17][C:18]2[CH:23]=[CH:22][C:21]([O:24][CH2:25][CH2:26][CH2:27][CH2:28][CH2:29][CH3:30])=[C:20]([C:31]([F:34])([F:33])[F:32])[CH:19]=2)[CH2:13][O:12]C(C)(C)[O:10][CH2:9]1)(C)(C)C.[ClH:36]. Product: [ClH:36].[NH2:7][C:8]([CH2:16][CH2:17][C:18]1[CH:23]=[CH:22][C:21]([O:24][CH2:25][CH2:26][CH2:27][CH2:28][CH2:29][CH3:30])=[C:20]([C:31]([F:32])([F:33])[F:34])[CH:19]=1)([CH2:9][OH:10])[CH2:13][OH:12]. The catalyst class is: 8. (2) Reactant: [Cl:1][C:2]1[CH:3]=[C:4]([C:9]2([C:23]([F:26])([F:25])[F:24])[CH2:13][N:12]=[C:11]([C:14]3[CH:21]=[CH:20][C:17](C=O)=[C:16]([CH3:22])[CH:15]=3)[CH2:10]2)[CH:5]=[C:6]([Cl:8])[CH:7]=1.Cl.[CH2:28]([NH:30][NH:31][C:32]([NH2:34])=[O:33])C.[CH2:35](O)[CH3:36]. The catalyst class is: 15. Product: [CH2:35]([N:31]([C:32]([NH2:34])=[O:33])[N:30]=[CH:28][C:17]1[CH:20]=[CH:21][C:14]([C:11]2[CH2:10][C:9]([C:4]3[CH:5]=[C:6]([Cl:8])[CH:7]=[C:2]([Cl:1])[CH:3]=3)([C:23]([F:25])([F:24])[F:26])[CH2:13][N:12]=2)=[CH:15][C:16]=1[CH3:22])[CH3:36].